This data is from Forward reaction prediction with 1.9M reactions from USPTO patents (1976-2016). The task is: Predict the product of the given reaction. Given the reactants [CH3:1][O:2][C:3](=[O:22])[C:4]1[CH:9]=[CH:8][C:7]([CH2:10][CH:11]([C:15]2[CH:20]=[CH:19][C:18]([Br:21])=[CH:17][CH:16]=2)[C:12]([OH:14])=O)=[CH:6][CH:5]=1.C(Cl)(=O)C(Cl)=O.[C:29]1([NH2:35])[CH:34]=[CH:33][CH:32]=[CH:31][CH:30]=1.[O:36]1[C:41]2=[CH:42][CH:43]=[CH:44][C:40]2=[CH:39][CH:38]=[CH:37]1, predict the reaction product. The product is: [CH3:1][O:2][C:3](=[O:22])[C:4]1[CH:5]=[CH:6][C:7]([CH2:10][CH:11]([C:12](=[O:14])[N:35]([C:37]2[O:36][C:41]3=[CH:42][CH:43]=[CH:44][C:40]3=[CH:39][CH:38]=2)[C:29]2[CH:34]=[CH:33][CH:32]=[CH:31][CH:30]=2)[C:15]2[CH:20]=[CH:19][C:18]([Br:21])=[CH:17][CH:16]=2)=[CH:8][CH:9]=1.